Dataset: Full USPTO retrosynthesis dataset with 1.9M reactions from patents (1976-2016). Task: Predict the reactants needed to synthesize the given product. (1) The reactants are: [NH2:1][CH2:2][CH:3]([OH:5])[CH3:4].[CH3:6][C:7]([O:10][C:11](O[C:11]([O:10][C:7]([CH3:9])([CH3:8])[CH3:6])=[O:12])=[O:12])([CH3:9])[CH3:8]. Given the product [OH:5][CH:3]([CH3:4])[CH2:2][NH:1][C:11](=[O:12])[O:10][C:7]([CH3:9])([CH3:8])[CH3:6], predict the reactants needed to synthesize it. (2) Given the product [CH3:1][C:2]1[CH:6]=[C:5]([CH3:7])[NH:4][C:3]=1[C:8]([OH:10])=[O:9], predict the reactants needed to synthesize it. The reactants are: [CH3:1][C:2]1[CH:6]=[C:5]([CH3:7])[NH:4][C:3]=1[C:8]([O:10]CC)=[O:9].[OH-].[Na+]. (3) Given the product [CH2:15]([N:14]([CH2:22][C:23]1[CH:28]=[CH:27][CH:26]=[CH:25][CH:24]=1)[C:10]1[CH:9]=[C:8]2[C:13](=[CH:12][CH:11]=1)[C:37](=[O:36])[NH:47][CH:5]=[C:6]2[CH3:7])[C:16]1[CH:21]=[CH:20][CH:19]=[CH:18][CH:17]=1, predict the reactants needed to synthesize it. The reactants are: N(C(=O)[CH:5]=[C:6]([C:8]1[CH:13]=[CH:12][CH:11]=[C:10]([N:14]([CH2:22][C:23]2[CH:28]=[CH:27][CH:26]=[CH:25][CH:24]=2)[CH2:15][C:16]2[CH:21]=[CH:20][CH:19]=[CH:18][CH:17]=2)[CH:9]=1)[CH3:7])=[N+]=[N-].C1([O:36][C:37]2C=CC=CC=2)C=CC=CC=1.C([N:47](CCCC)CCCC)CCC. (4) Given the product [Cl:25][C:26]1[CH:31]=[CH:30][CH:29]=[C:28]([Cl:32])[C:27]=1[CH2:33][S:34]([C:37]1[CH:38]=[C:39]2[C:43](=[CH:44][CH:45]=1)[NH:42][C:41](=[O:46])/[C:40]/2=[CH:15]\[C:12]1[NH:11][C:7]2[CH2:8][CH2:9][CH2:10][N:4]([CH2:3][C@H:2]([OH:1])[CH2:18][N:19]3[CH2:24][CH2:23][O:22][CH2:21][CH2:20]3)[C:5](=[O:17])[C:6]=2[C:13]=1[CH3:14])(=[O:35])=[O:36], predict the reactants needed to synthesize it. The reactants are: [OH:1][CH:2]([CH2:18][N:19]1[CH2:24][CH2:23][O:22][CH2:21][CH2:20]1)[CH2:3][N:4]1[CH2:10][CH2:9][CH2:8][C:7]2[NH:11][C:12]([CH:15]=O)=[C:13]([CH3:14])[C:6]=2[C:5]1=[O:17].[Cl:25][C:26]1[CH:31]=[CH:30][CH:29]=[C:28]([Cl:32])[C:27]=1[CH2:33][S:34]([C:37]1[CH:38]=[C:39]2[C:43](=[CH:44][CH:45]=1)[NH:42][C:41](=[O:46])[CH2:40]2)(=[O:36])=[O:35].N1CCCCC1. (5) Given the product [CH:1]1([N:6]2[C:15]3[N:14]=[C:13]([NH:16][C:17]4[CH:26]=[CH:25][C:20]([C:21]([OH:23])=[O:22])=[CH:19][C:18]=4[O:27][CH3:28])[N:12]=[CH:11][C:10]=3[N:9]([CH2:29][CH3:30])[CH2:8][C@H:7]2[CH2:31][CH3:32])[CH2:2][CH2:3][CH2:4][CH2:5]1, predict the reactants needed to synthesize it. The reactants are: [CH:1]1([N:6]2[C:15]3[N:14]=[C:13]([NH:16][C:17]4[CH:26]=[CH:25][C:20]([C:21]([O:23]C)=[O:22])=[CH:19][C:18]=4[O:27][CH3:28])[N:12]=[CH:11][C:10]=3[N:9]([CH2:29][CH3:30])[CH2:8][C@H:7]2[CH2:31][CH3:32])[CH2:5][CH2:4][CH2:3][CH2:2]1.Cl. (6) Given the product [CH3:1][O:2][C:3]1[CH:28]=[C:27]([CH2:29][O:30][C:31]2[C:35](/[CH:36]=[CH:37]/[C:38]3[N:39]=[C:40]([N:44]4[CH2:45][CH2:46][CH2:47][CH2:48][CH2:49]4)[S:41][C:42]=3[CH3:43])=[CH:34][N:33]([C:50]3[CH:51]=[CH:52][CH:53]=[CH:54][CH:55]=3)[N:32]=2)[CH:26]=[CH:25][C:4]=1[O:5][CH2:6][C:7]1[N:8]=[C:9]([C:13]2[CH:18]=[CH:17][C:16]([CH2:19][C:20]([OH:22])=[O:21])=[CH:15][CH:14]=2)[O:10][C:11]=1[CH3:12], predict the reactants needed to synthesize it. The reactants are: [CH3:1][O:2][C:3]1[CH:28]=[C:27]([CH2:29][O:30][C:31]2[C:35](/[CH:36]=[CH:37]/[C:38]3[N:39]=[C:40]([N:44]4[CH2:49][CH2:48][CH2:47][CH2:46][CH2:45]4)[S:41][C:42]=3[CH3:43])=[CH:34][N:33]([C:50]3[CH:55]=[CH:54][CH:53]=[CH:52][CH:51]=3)[N:32]=2)[CH:26]=[CH:25][C:4]=1[O:5][CH2:6][C:7]1[N:8]=[C:9]([C:13]2[CH:18]=[CH:17][C:16]([CH2:19][C:20]([O:22]CC)=[O:21])=[CH:15][CH:14]=2)[O:10][C:11]=1[CH3:12].O1CCCC1.[OH-].[Na+].Cl.